Dataset: Full USPTO retrosynthesis dataset with 1.9M reactions from patents (1976-2016). Task: Predict the reactants needed to synthesize the given product. (1) Given the product [F:20][C:21]1[CH:26]=[C:25]([F:27])[CH:24]=[CH:23][C:22]=1[C@@H:28]([NH:30][C:2]1[N:7]=[C:6]([S:8][CH3:9])[N:5]=[C:4]([C:10]2[C:11]([NH2:19])=[N:12][N:13]3[CH:18]=[CH:17][CH:16]=[N:15][C:14]=23)[CH:3]=1)[CH3:29], predict the reactants needed to synthesize it. The reactants are: Cl[C:2]1[N:7]=[C:6]([S:8][CH3:9])[N:5]=[C:4]([C:10]2[CH:11]([NH2:19])[NH:12][N:13]3[CH:18]=[CH:17][CH:16]=[N:15][C:14]=23)[CH:3]=1.[F:20][C:21]1[CH:26]=[C:25]([F:27])[CH:24]=[CH:23][C:22]=1[C@@H:28]([NH2:30])[CH3:29]. (2) Given the product [Cl:21][C:18]1[CH:19]=[CH:20][C:15]([C@@:11]2([OH:14])[CH2:12][CH2:13][NH:8][CH2:9][C@@H:10]2[O:25][CH2:26][C:27]2[CH:28]=[CH:29][C:30]3[O:35][CH2:34][CH2:33][N:32]([CH2:36][CH2:37][CH2:38][O:39][CH3:40])[C:31]=3[CH:41]=2)=[C:16]([CH2:22][CH2:23][OH:24])[CH:17]=1, predict the reactants needed to synthesize it. The reactants are: C(OC([N:8]1[CH2:13][CH2:12][C@@:11]([C:15]2[CH:20]=[CH:19][C:18]([Cl:21])=[CH:17][C:16]=2[CH2:22][CH2:23][OH:24])([OH:14])[C@@H:10]([O:25][CH2:26][C:27]2[CH:28]=[CH:29][C:30]3[O:35][CH2:34][CH2:33][N:32]([CH2:36][CH2:37][CH2:38][O:39][CH3:40])[C:31]=3[CH:41]=2)[CH2:9]1)=O)(C)(C)C.C(O)(C(F)(F)F)=O. (3) Given the product [C:27]1([C:35]2[CH:36]=[CH:37][CH:38]=[CH:39][CH:40]=2)[CH:28]=[CH:29][C:30]([C:33]2[N:14]([CH2:13][CH:10]3[CH2:11][CH2:12][N:8]([C:6]([O:5][C:2]([CH3:4])([CH3:3])[CH3:1])=[O:7])[CH2:9]3)[C:15]3[CH:16]=[C:17]([C:18]([OH:20])=[O:19])[CH:21]=[CH:22][C:23]=3[N:24]=2)=[CH:31][CH:32]=1, predict the reactants needed to synthesize it. The reactants are: [CH3:1][C:2]([O:5][C:6]([N:8]1[CH2:12][CH2:11][CH:10]([CH2:13][NH:14][C:15]2[CH:16]=[C:17]([CH:21]=[CH:22][C:23]=2[N+:24]([O-])=O)[C:18]([OH:20])=[O:19])[CH2:9]1)=[O:7])([CH3:4])[CH3:3].[C:27]1([C:35]2[CH:40]=[CH:39][CH:38]=[CH:37][CH:36]=2)[CH:32]=[CH:31][C:30]([CH:33]=O)=[CH:29][CH:28]=1.S(S([O-])=O)([O-])=O.[Na+].[Na+]. (4) Given the product [CH2:1]([O:8][C:9]1[CH:10]=[CH:11][C:12]([O:15][CH2:29][C@@H:30]2[CH2:31][O:32]2)=[CH:13][CH:14]=1)[C:2]1[CH:3]=[CH:4][CH:5]=[CH:6][CH:7]=1, predict the reactants needed to synthesize it. The reactants are: [CH2:1]([O:8][C:9]1[CH:14]=[CH:13][C:12]([OH:15])=[CH:11][CH:10]=1)[C:2]1[CH:7]=[CH:6][CH:5]=[CH:4][CH:3]=1.[H-].[Na+].CC1C=CC(S(O[CH2:29][C@H:30]2[O:32][CH2:31]2)(=O)=O)=CC=1. (5) Given the product [Cl:3][C:4]1[CH:9]=[C:8]([S:10]([C:11]2[CH:16]=[CH:15][C:14]([F:17])=[CH:13][CH:12]=2)(=[O:30])=[O:34])[CH:7]=[CH:6][C:5]=1[NH:18][C:19](=[O:27])[C@:20]([OH:26])([CH3:25])[C:21]([F:23])([F:24])[F:22], predict the reactants needed to synthesize it. The reactants are: OO.[Cl:3][C:4]1[CH:9]=[C:8]([S:10][C:11]2[CH:16]=[CH:15][C:14]([F:17])=[CH:13][CH:12]=2)[CH:7]=[CH:6][C:5]=1[NH:18][C:19](=[O:27])[C@:20]([OH:26])([CH3:25])[C:21]([F:24])([F:23])[F:22].C(OCC)(=[O:30])C.[OH2:34]. (6) Given the product [OH:18][C:12]1[C:11]([CH3:10])=[CH:17][CH:16]=[CH:15][C:13]=1[O:14][C:2]1[CH:9]=[CH:8][C:5]([C:19]([OH:22])=[O:20])=[CH:4][CH:3]=1, predict the reactants needed to synthesize it. The reactants are: F[C:2]1[CH:9]=[CH:8][C:5](C#N)=[CH:4][CH:3]=1.[CH3:10][C:11]1[CH:17]=[CH:16][CH:15]=[C:13]([OH:14])[C:12]=1[OH:18].[C:19]([O-:22])([O-])=[O:20].[Cs+].[Cs+].OS(O)(=O)=O. (7) Given the product [O:17]1[CH2:18][CH2:19][N:14]([C:12]([C:9]2[N:8]=[C:7]3[C:2]([C:25]4[CH:26]=[CH:27][C:22]([C:21]([F:32])([F:31])[F:20])=[CH:23][CH:24]=4)=[CH:3][N:4]=[CH:5][C:6]3=[N:11][CH:10]=2)=[O:13])[CH2:15][CH2:16]1, predict the reactants needed to synthesize it. The reactants are: Br[C:2]1[C:7]2=[N:8][C:9]([C:12]([N:14]3[CH2:19][CH2:18][O:17][CH2:16][CH2:15]3)=[O:13])=[CH:10][N:11]=[C:6]2[CH:5]=[N:4][CH:3]=1.[F:20][C:21]([F:32])([F:31])[C:22]1[CH:27]=[CH:26][C:25](B(O)O)=[CH:24][CH:23]=1.C(=O)([O-])[O-].[Cs+].[Cs+].O1CCOCC1. (8) The reactants are: Cl[C:2]1[C:7]([N+:8]([O-:10])=[O:9])=[CH:6][CH:5]=[C:4]([Cl:11])[N:3]=1.C(=O)([O-])[O-].[K+].[K+].[NH2:18][CH:19]([CH2:22][CH3:23])[CH2:20][CH3:21]. Given the product [Cl:11][C:4]1[N:3]=[C:2]([NH:18][CH:19]([CH2:22][CH3:23])[CH2:20][CH3:21])[C:7]([N+:8]([O-:10])=[O:9])=[CH:6][CH:5]=1, predict the reactants needed to synthesize it.